Task: Predict the product of the given reaction.. Dataset: Forward reaction prediction with 1.9M reactions from USPTO patents (1976-2016) (1) Given the reactants [F:1][C:2]1[CH:7]=[C:6](B2OC(C)(C)C(C)(C)O2)[CH:5]=[CH:4][C:3]=1[C:17]1[N:18]=[CH:19][C:20]([NH2:23])=[N:21][CH:22]=1.Br[C:25]1[CH:31]=[CH:30][CH:29]=[CH:28][C:26]=1[NH2:27], predict the reaction product. The product is: [NH2:27][C:26]1[CH:28]=[CH:29][CH:30]=[CH:31][C:25]=1[C:6]1[CH:5]=[CH:4][C:3]([C:17]2[N:18]=[CH:19][C:20]([NH2:23])=[N:21][CH:22]=2)=[C:2]([F:1])[CH:7]=1. (2) Given the reactants [F:1][C:2]1[CH:11]=[C:10]2[C:5]([CH:6]=[CH:7][CH:8]=[C:9]2[CH3:12])=[CH:4][CH:3]=1.[Br:13]N1C(=O)CCC1=O, predict the reaction product. The product is: [Br:13][CH2:12][C:9]1[C:10]2[C:5](=[CH:4][CH:3]=[C:2]([F:1])[CH:11]=2)[CH:6]=[CH:7][CH:8]=1.